This data is from Catalyst prediction with 721,799 reactions and 888 catalyst types from USPTO. The task is: Predict which catalyst facilitates the given reaction. (1) Reactant: [NH:1]1[CH:5]=[N:4][CH:3]=[N:2]1.S(Cl)(Cl)=O.[C:10]1([CH:16]2[CH2:25][CH:24](O)[C:23]3[C:18](=[CH:19][CH:20]=[CH:21][CH:22]=3)[NH:17]2)[CH:15]=[CH:14][CH:13]=[CH:12][CH:11]=1. Product: [C:10]1([CH:16]2[CH2:25][CH:24]([N:1]3[CH:5]=[N:4][CH:3]=[N:2]3)[C:23]3[C:18](=[CH:19][CH:20]=[CH:21][CH:22]=3)[NH:17]2)[CH:11]=[CH:12][CH:13]=[CH:14][CH:15]=1. The catalyst class is: 10. (2) Product: [Cl:1][C:2]1[N:3]=[C:4]([N:12]2[CH2:17][CH2:16][O:15][CH2:14][CH2:13]2)[C:5]2[S:10][CH:9]=[N:8][C:6]=2[N:7]=1. The catalyst class is: 5. Reactant: [Cl:1][C:2]1[N:3]=[C:4](Cl)[C:5]2[S:10][CH:9]=[N:8][C:6]=2[N:7]=1.[NH:12]1[CH2:17][CH2:16][O:15][CH2:14][CH2:13]1.